From a dataset of CYP2C9 inhibition data for predicting drug metabolism from PubChem BioAssay. Regression/Classification. Given a drug SMILES string, predict its absorption, distribution, metabolism, or excretion properties. Task type varies by dataset: regression for continuous measurements (e.g., permeability, clearance, half-life) or binary classification for categorical outcomes (e.g., BBB penetration, CYP inhibition). Dataset: cyp2c9_veith. (1) The compound is COc1ccc(-c2csc(NC(=O)CCn3cnc4ccccc4c3=O)n2)cc1OC. The result is 1 (inhibitor). (2) The compound is O=c1c[n+](CC[n+]2cc(=O)o[nH]2)[nH]o1. The result is 0 (non-inhibitor). (3) The compound is CS(=O)(=O)c1nc(-c2ccccc2)cc(-c2ccccc2)c1C#N. The result is 1 (inhibitor).